This data is from Forward reaction prediction with 1.9M reactions from USPTO patents (1976-2016). The task is: Predict the product of the given reaction. Given the reactants [S:1]1[C:5]2[CH:6]=[CH:7][CH:8]=[CH:9][C:4]=2[N:3]=[C:2]1[NH:10][C:11]1[CH:16]=[CH:15][C:14]([OH:17])=[CH:13][CH:12]=1.F[C:19]1[C:20]([CH:25]2[CH2:30][CH2:29][N:28]([C:31](=[O:33])[CH3:32])[CH2:27][CH2:26]2)=[N:21][CH:22]=[CH:23][N:24]=1.C(=O)([O-])[O-].[Cs+].[Cs+], predict the reaction product. The product is: [S:1]1[C:5]2[CH:6]=[CH:7][CH:8]=[CH:9][C:4]=2[N:3]=[C:2]1[NH:10][C:11]1[CH:16]=[CH:15][C:14]([O:17][C:19]2[C:20]([CH:25]3[CH2:26][CH2:27][N:28]([C:31](=[O:33])[CH3:32])[CH2:29][CH2:30]3)=[N:21][CH:22]=[CH:23][N:24]=2)=[CH:13][CH:12]=1.